This data is from Catalyst prediction with 721,799 reactions and 888 catalyst types from USPTO. The task is: Predict which catalyst facilitates the given reaction. (1) The catalyst class is: 256. Reactant: [C:1]([O:5][C:6]([N:8]([C:16]1[O:17][CH2:18][C:19]2([N:37]=1)[C:28]1([CH2:31][O:30][CH2:29]1)[CH2:27][O:26][C:25]1[C:20]2=[CH:21][C:22]([C:32]#[C:33][CH2:34][O:35][CH3:36])=[CH:23][CH:24]=1)[C:9]([O:11][C:12]([CH3:15])([CH3:14])[CH3:13])=[O:10])=[O:7])([CH3:4])([CH3:3])[CH3:2]. Product: [CH3:36][O:35][CH2:34][CH2:33][CH2:32][C:22]1[CH:21]=[C:20]2[C:25](=[CH:24][CH:23]=1)[O:26][CH2:27][C:28]1([CH2:31][O:30][CH2:29]1)[C:19]12[CH2:18][O:17][C:16]([N:8]([C:9]([O:11][C:12]([CH3:15])([CH3:14])[CH3:13])=[O:10])[C:6]([O:5][C:1]([CH3:2])([CH3:3])[CH3:4])=[O:7])=[N:37]1. (2) Reactant: [Br:1][C:2]1[CH:3]=[CH:4][C:5]([C:8]#N)=[N:6][CH:7]=1.CC(C[AlH]CC(C)C)C.C1(C)C=CC=CC=1.C(=O)(O)[O-:27].[Na+]. Product: [Br:1][C:2]1[CH:3]=[CH:4][C:5]([CH:8]=[O:27])=[N:6][CH:7]=1. The catalyst class is: 4. (3) Reactant: [NH2:1][C:2]1[C:3]([OH:12])=[C:4]([CH:9]=[CH:10][CH:11]=1)[C:5]([O:7][CH3:8])=[O:6].N1C=CC=CC=1.[F:19][C:20]1[CH:28]=[C:27]([C:29]2[CH:34]=[CH:33][N:32]=[CH:31][CH:30]=2)[CH:26]=[CH:25][C:21]=1[C:22](Cl)=[O:23]. Product: [F:19][C:20]1[CH:28]=[C:27]([C:29]2[CH:34]=[CH:33][N:32]=[CH:31][CH:30]=2)[CH:26]=[CH:25][C:21]=1[C:22]([NH:1][C:2]1[C:3]([OH:12])=[C:4]([CH:9]=[CH:10][CH:11]=1)[C:5]([O:7][CH3:8])=[O:6])=[O:23]. The catalyst class is: 11. (4) Reactant: O[CH2:2][C:3]1[C:8]([CH3:9])=[CH:7][CH:6]=[CH:5][N:4]=1.S(Cl)([Cl:12])=O. Product: [ClH:12].[Cl:12][CH2:2][C:3]1[C:8]([CH3:9])=[CH:7][CH:6]=[CH:5][N:4]=1. The catalyst class is: 2. (5) Reactant: [H-].[Na+].[CH2:3]([OH:7])[C:4]#[C:5][CH3:6].Cl[C:9]1[CH:14]=[C:13]([CH2:15][C:16]2[CH:21]=[CH:20][CH:19]=[C:18]([Cl:22])[C:17]=2[F:23])[N:12]=[CH:11][N:10]=1.[Cl-].[NH4+]. Product: [CH2:3]([O:7][C:9]1[CH:14]=[C:13]([CH2:15][C:16]2[CH:21]=[CH:20][CH:19]=[C:18]([Cl:22])[C:17]=2[F:23])[N:12]=[CH:11][N:10]=1)[C:4]#[C:5][CH3:6]. The catalyst class is: 7.